Task: Regression/Classification. Given a drug SMILES string, predict its absorption, distribution, metabolism, or excretion properties. Task type varies by dataset: regression for continuous measurements (e.g., permeability, clearance, half-life) or binary classification for categorical outcomes (e.g., BBB penetration, CYP inhibition). Dataset: rlm.. Dataset: Rat liver microsome stability data (1) The molecule is COc1ncc(-c2ccc3c(Nc4cc(Oc5cc(F)cc(F)c5)cc(C(=O)O)c4)c(S(=O)(=O)NC4CC4)cnc3c2)c(OC)n1. The result is 1 (stable in rat liver microsomes). (2) The molecule is NS(=O)(=O)c1ccc(Cc2c(-c3cccc(-c4ccccc4)c3)nn(-c3nc(C(=O)O)cs3)c2CC2CC2)cc1. The result is 0 (unstable in rat liver microsomes). (3) The molecule is O=C(Nc1ccccc1C(=O)Nc1cccc(C(F)(F)F)c1)c1ccccc1. The result is 0 (unstable in rat liver microsomes).